Dataset: Peptide-MHC class I binding affinity with 185,985 pairs from IEDB/IMGT. Task: Regression. Given a peptide amino acid sequence and an MHC pseudo amino acid sequence, predict their binding affinity value. This is MHC class I binding data. (1) The peptide sequence is VTNRHEEKF. The MHC is HLA-A30:02 with pseudo-sequence HLA-A30:02. The binding affinity (normalized) is 0.0847. (2) The peptide sequence is TLYAVATTF. The MHC is HLA-B46:01 with pseudo-sequence HLA-B46:01. The binding affinity (normalized) is 0.0847. (3) The peptide sequence is TYHPNCINCL. The MHC is HLA-A23:01 with pseudo-sequence HLA-A23:01. The binding affinity (normalized) is 0.349. (4) The peptide sequence is MSDLTFSEE. The MHC is HLA-A02:01 with pseudo-sequence HLA-A02:01. The binding affinity (normalized) is 0.0847. (5) The peptide sequence is RRRGACVVY. The MHC is HLA-A30:01 with pseudo-sequence HLA-A30:01. The binding affinity (normalized) is 0.289. (6) The peptide sequence is HPEIVIYQY. The MHC is HLA-A23:01 with pseudo-sequence HLA-A23:01. The binding affinity (normalized) is 0.0476. (7) The peptide sequence is GLFDFVNFVK. The MHC is HLA-A31:01 with pseudo-sequence HLA-A31:01. The binding affinity (normalized) is 0.613.